Predict the reactants needed to synthesize the given product. From a dataset of Full USPTO retrosynthesis dataset with 1.9M reactions from patents (1976-2016). (1) Given the product [C:22]([C:26]1[CH:31]=[CH:30][C:29](/[C:32](/[C:2]2[CH:3]=[CH:4][C:5]([O:18][CH3:19])=[C:6]([O:8][CH2:9][C:10]3[CH:15]=[CH:14][C:13]([O:16][CH3:17])=[CH:12][CH:11]=3)[N:7]=2)=[CH:33]\[C@@H:34]2[N:38]([CH2:39][C:40]3[CH:45]=[CH:44][C:43]([O:46][CH3:47])=[CH:42][C:41]=3[O:48][CH3:49])[C:37](=[O:50])[CH2:36][CH2:35]2)=[CH:28][CH:27]=1)([CH3:25])([CH3:23])[CH3:24], predict the reactants needed to synthesize it. The reactants are: I[C:2]1[N:7]=[C:6]([O:8][CH2:9][C:10]2[CH:15]=[CH:14][C:13]([O:16][CH3:17])=[CH:12][CH:11]=2)[C:5]([O:18][CH3:19])=[CH:4][CH:3]=1.[F-].[Cs+].[C:22]([C:26]1[CH:31]=[CH:30][C:29](/[C:32](/[Sn](CCCC)(CCCC)CCCC)=[CH:33]\[C@@H:34]2[N:38]([CH2:39][C:40]3[CH:45]=[CH:44][C:43]([O:46][CH3:47])=[CH:42][C:41]=3[O:48][CH3:49])[C:37](=[O:50])[CH2:36][CH2:35]2)=[CH:28][CH:27]=1)([CH3:25])([CH3:24])[CH3:23].O. (2) Given the product [CH3:23][CH:19]1[CH2:20][CH2:21][CH2:22][N:18]1[C:14]1[N:13]=[C:12]([NH:11][C:4]2[C:5]3[N:6]([N:8]=[CH:9][N:10]=3)[CH:7]=[C:2]([C:32]3[CH:41]=[CH:40][C:35]([C:36]([O:38][CH3:39])=[O:37])=[CH:34][CH:33]=3)[CH:3]=2)[CH:17]=[CH:16][CH:15]=1, predict the reactants needed to synthesize it. The reactants are: Cl[C:2]1[CH:3]=[C:4]([NH:11][C:12]2[CH:17]=[CH:16][CH:15]=[C:14]([N:18]3[CH2:22][CH2:21][CH2:20][CH:19]3[CH3:23])[N:13]=2)[C:5]2[N:6]([N:8]=[CH:9][N:10]=2)[CH:7]=1.CC1(C)C(C)(C)OB([C:32]2[CH:41]=[CH:40][C:35]([C:36]([O:38][CH3:39])=[O:37])=[CH:34][CH:33]=2)O1.CC(C1C=C(C(C)C)C(C2C=CC=CC=2P(C2CCCCC2)C2CCCCC2)=C(C(C)C)C=1)C.C(=O)([O-])[O-].[Na+].[Na+].